Dataset: Full USPTO retrosynthesis dataset with 1.9M reactions from patents (1976-2016). Task: Predict the reactants needed to synthesize the given product. (1) Given the product [F:48][C:47]([F:50])([F:49])[C:45]([OH:51])=[O:46].[NH:15]1[C:14]2[CH:16]=[CH:17][CH:18]=[CH:19][C:13]=2[N:12]=[C:11]1[NH:10][C:7]1[CH:6]=[CH:5][C:4]([CH2:3][NH:2][C:40](=[O:41])[CH2:39][N:31]2[C:32]3[CH:37]=[CH:36][C:35]([Cl:38])=[CH:34][C:33]=3[CH:27]([CH2:26][C:25]([OH:44])=[O:24])[CH2:28][CH2:29][C:30]2=[O:43])=[CH:9][CH:8]=1, predict the reactants needed to synthesize it. The reactants are: Cl.[NH2:2][CH2:3][C:4]1[CH:9]=[CH:8][C:7]([NH:10][C:11]2[NH:15][C:14]3[CH:16]=[CH:17][CH:18]=[CH:19][C:13]=3[N:12]=2)=[CH:6][CH:5]=1.C([O:24][C:25](=[O:44])[CH2:26][CH:27]1[C:33]2[CH:34]=[C:35]([Cl:38])[CH:36]=[CH:37][C:32]=2[N:31]([CH2:39][C:40](O)=[O:41])[C:30](=[O:43])[CH2:29][CH2:28]1)(C)(C)C.[C:45]([OH:51])([C:47]([F:50])([F:49])[F:48])=[O:46]. (2) Given the product [C:23]([C:21]1[CH:20]=[CH:19][N:18]=[C:17]([C:16]2[N:12]([C:9]3[CH:10]=[N:11][C:6]([O:5][CH3:4])=[CH:7][CH:8]=3)[N:13]=[C:14]([C:24]([O:26][CH2:27][CH3:28])=[O:25])[CH:15]=2)[CH:22]=1)(=[O:29])[NH2:34], predict the reactants needed to synthesize it. The reactants are: [Se](=O)=O.[CH3:4][O:5][C:6]1[N:11]=[CH:10][C:9]([N:12]2[C:16]([C:17]3[CH:22]=[C:21]([CH3:23])[CH:20]=[CH:19][N:18]=3)=[CH:15][C:14]([C:24]([O:26][CH2:27][CH3:28])=[O:25])=[N:13]2)=[CH:8][CH:7]=1.[OH2:29].C(Cl)(Cl)Cl.[N:34]1C=CC=CC=1. (3) Given the product [CH2:15]([Si:14]([C:12]#[C:13][C:2]1[CH:3]=[CH:4][C:5]([C:8]([O:10][CH3:11])=[O:9])=[N:6][CH:7]=1)([CH2:19][CH3:20])[CH2:17][CH3:18])[CH3:16], predict the reactants needed to synthesize it. The reactants are: Br[C:2]1[CH:3]=[CH:4][C:5]([C:8]([O:10][CH3:11])=[O:9])=[N:6][CH:7]=1.[CH2:12]([Si:14]([C:19]#[CH:20])([CH2:17][CH3:18])[CH2:15][CH3:16])[CH3:13]. (4) Given the product [C:35]([NH:2][C@@H:3]([CH2:11][CH2:12][C:13]([O:15][CH2:16][C:17]1[CH:18]=[CH:19][CH:20]=[CH:21][CH:22]=1)=[O:14])[C:4]([O:6][C:7]([CH3:10])([CH3:9])[CH3:8])=[O:5])(=[O:51])[CH2:36][CH2:37][CH2:38][CH2:39][CH2:40][CH2:41][CH2:42][CH2:43][CH2:44][CH2:45][CH2:46][CH2:47][CH2:48][CH2:49][CH3:50], predict the reactants needed to synthesize it. The reactants are: Cl.[NH2:2][C@@H:3]([CH2:11][CH2:12][C:13]([O:15][CH2:16][C:17]1[CH:22]=[CH:21][CH:20]=[CH:19][CH:18]=1)=[O:14])[C:4]([O:6][C:7]([CH3:10])([CH3:9])[CH3:8])=[O:5].C(N(CC)CC)C.O1CCCC1.[C:35](Cl)(=[O:51])[CH2:36][CH2:37][CH2:38][CH2:39][CH2:40][CH2:41][CH2:42][CH2:43][CH2:44][CH2:45][CH2:46][CH2:47][CH2:48][CH2:49][CH3:50]. (5) Given the product [N:21]1[CH:22]=[CH:23][CH:24]=[C:19]([N:6]2[CH2:7][C@@H:1]3[C@H:5]2[CH2:4][N:3]([C:8]([O:10][CH2:11][C:12]2[CH:17]=[CH:16][CH:15]=[CH:14][CH:13]=2)=[O:9])[CH2:2]3)[CH:20]=1, predict the reactants needed to synthesize it. The reactants are: [C@@H:1]12[CH2:7][NH:6][C@@H:5]1[CH2:4][N:3]([C:8]([O:10][CH2:11][C:12]1[CH:17]=[CH:16][CH:15]=[CH:14][CH:13]=1)=[O:9])[CH2:2]2.Br[C:19]1[CH:20]=[N:21][CH:22]=[CH:23][CH:24]=1.